This data is from Full USPTO retrosynthesis dataset with 1.9M reactions from patents (1976-2016). The task is: Predict the reactants needed to synthesize the given product. (1) Given the product [C:1]([C:3]1[CH:4]=[C:5]([S:9]([C:12]2[S:21][C:15]3=[N:16][C:17]([O:20][CH3:30])=[CH:18][CH:19]=[C:14]3[C:13]=2[C:22]2[CH:23]=[CH:24][C:25]([Cl:28])=[CH:26][CH:27]=2)(=[O:11])=[O:10])[CH:6]=[CH:7][CH:8]=1)#[N:2], predict the reactants needed to synthesize it. The reactants are: [C:1]([C:3]1[CH:4]=[C:5]([S:9]([C:12]2[S:21][C:15]3[NH:16][C:17](=[O:20])[CH:18]=[CH:19][C:14]=3[C:13]=2[C:22]2[CH:27]=[CH:26][C:25]([Cl:28])=[CH:24][CH:23]=2)(=[O:11])=[O:10])[CH:6]=[CH:7][CH:8]=1)#[N:2].I[CH3:30]. (2) Given the product [CH3:1][N:2]([C:3]1[CH:8]=[CH:7][C:6]([O:9][C:10]([F:11])([F:12])[F:13])=[CH:5][CH:4]=1)[CH2:15][CH2:16][OH:17], predict the reactants needed to synthesize it. The reactants are: [CH3:1][NH:2][C:3]1[CH:8]=[CH:7][C:6]([O:9][C:10]([F:13])([F:12])[F:11])=[CH:5][CH:4]=1.Br[CH2:15][CH2:16][O:17]C1CCCCO1.C(=O)([O-])[O-].[K+].[K+].O.